Regression. Given two drug SMILES strings and cell line genomic features, predict the synergy score measuring deviation from expected non-interaction effect. From a dataset of NCI-60 drug combinations with 297,098 pairs across 59 cell lines. (1) Drug 1: CC1C(C(CC(O1)OC2CC(OC(C2O)C)OC3=CC4=CC5=C(C(=O)C(C(C5)C(C(=O)C(C(C)O)O)OC)OC6CC(C(C(O6)C)O)OC7CC(C(C(O7)C)O)OC8CC(C(C(O8)C)O)(C)O)C(=C4C(=C3C)O)O)O)O. Drug 2: C1C(C(OC1N2C=NC(=NC2=O)N)CO)O. Cell line: OVCAR-5. Synergy scores: CSS=28.2, Synergy_ZIP=-1.14, Synergy_Bliss=-0.955, Synergy_Loewe=1.07, Synergy_HSA=1.89. (2) Cell line: COLO 205. Drug 2: C1CNP(=O)(OC1)N(CCCl)CCCl. Drug 1: C1CCN(CC1)CCOC2=CC=C(C=C2)C(=O)C3=C(SC4=C3C=CC(=C4)O)C5=CC=C(C=C5)O. Synergy scores: CSS=-7.81, Synergy_ZIP=7.98, Synergy_Bliss=9.34, Synergy_Loewe=-2.70, Synergy_HSA=-2.45.